From a dataset of Forward reaction prediction with 1.9M reactions from USPTO patents (1976-2016). Predict the product of the given reaction. (1) Given the reactants [OH-].[Na+].[C:3]([C:5]1[C:10]2[N:11]=[C:12]([NH:14][CH2:15][CH2:16][CH2:17][C:18]([O:20]CC)=[O:19])[O:13][C:9]=2[C:8]([N:23]2[CH2:27][CH2:26][C@H:25]([N:28]([CH3:30])[CH3:29])[CH2:24]2)=[C:7]([C:31]2[CH:36]=[CH:35][CH:34]=[CH:33][CH:32]=2)[C:6]=1[CH3:37])#[N:4].Cl, predict the reaction product. The product is: [C:3]([C:5]1[C:10]2[N:11]=[C:12]([NH:14][CH2:15][CH2:16][CH2:17][C:18]([OH:20])=[O:19])[O:13][C:9]=2[C:8]([N:23]2[CH2:27][CH2:26][C@H:25]([N:28]([CH3:29])[CH3:30])[CH2:24]2)=[C:7]([C:31]2[CH:32]=[CH:33][CH:34]=[CH:35][CH:36]=2)[C:6]=1[CH3:37])#[N:4]. (2) Given the reactants [C@H:1]12[CH2:7][C@H:4]([CH2:5][CH2:6]1)[CH2:3][C@H:2]2[NH:8][C:9]1[N:14]=[C:13]([C:15]([F:18])([F:17])[F:16])[C:12]([C:19](O)=[O:20])=[CH:11][N:10]=1.[O:22]1[CH2:27][CH2:26][CH:25]([CH2:28][NH2:29])[CH2:24][CH2:23]1.ON1C2C=CC=CC=2N=N1.Cl.C(N=C=NCCCN(C)C)C, predict the reaction product. The product is: [C@H:1]12[CH2:7][C@H:4]([CH2:5][CH2:6]1)[CH2:3][C@H:2]2[NH:8][C:9]1[N:14]=[C:13]([C:15]([F:17])([F:18])[F:16])[C:12]([C:19]([NH:29][CH2:28][CH:25]2[CH2:26][CH2:27][O:22][CH2:23][CH2:24]2)=[O:20])=[CH:11][N:10]=1. (3) Given the reactants CCC(C(O[C@@H]1[C@@H]2[C@@H](CC[C@@H](O)C[C@@H](O)CC([O-])=O)[C@@H](C)C=CC2=C[C@H](C)C1)=O)(C)C.[NH4+].Cl.[OH-].[Ca+2:35].[OH-].[CH3:37][CH2:38][C:39]([C:42]([O:44][C@@H:45]1[C@@H:50]2[C@@H:51]([CH2:56][CH2:57][C@H:58]3[O:64][C:62](=[O:63])[CH2:61][C@H:60]([OH:65])[CH2:59]3)[C@@H:52]([CH3:55])[CH:53]=[CH:54][C:49]2=[CH:48][C@H:47]([CH3:66])[CH2:46]1)=[O:43])([CH3:41])[CH3:40], predict the reaction product. The product is: [CH3:37][CH2:38][C:39]([C:42]([O:44][C@@H:45]1[C@@H:50]2[C@@H:51]([CH2:56][CH2:57][C@H:58]3[O:64][C:62](=[O:63])[CH2:61][C@H:60]([OH:65])[CH2:59]3)[C@@H:52]([CH3:55])[CH:53]=[CH:54][C:49]2=[CH:48][C@H:47]([CH3:66])[CH2:46]1)=[O:43])([CH3:41])[CH3:40].[Ca:35]. (4) Given the reactants O=C1C2C(=CC=CC=2)C(=O)[N:3]1[CH2:12][CH2:13][CH2:14][N:15]1[CH2:20][CH2:19][N:18]([C:21]([O:23][C:24]([CH3:27])([CH3:26])[CH3:25])=[O:22])[CH2:17][CH2:16]1.O.NN, predict the reaction product. The product is: [NH2:3][CH2:12][CH2:13][CH2:14][N:15]1[CH2:20][CH2:19][N:18]([C:21]([O:23][C:24]([CH3:27])([CH3:26])[CH3:25])=[O:22])[CH2:17][CH2:16]1. (5) The product is: [CH3:34][C:28]1[C:27]([C:25]2[CH:24]=[CH:23][N:22]=[C:21]([NH:1][C:2]3[CH:7]=[CH:6][N:5]=[CH:4][CH:3]=3)[N:26]=2)=[CH:32][N:31]=[C:30]([NH2:33])[N:29]=1. Given the reactants [NH2:1][C:2]1[CH:7]=[CH:6][N:5]=[CH:4][CH:3]=1.[Li+].C[Si]([N-][Si](C)(C)C)(C)C.CS([C:21]1[N:26]=[C:25]([C:27]2[C:28]([CH3:34])=[N:29][C:30]([NH2:33])=[N:31][CH:32]=2)[CH:24]=[CH:23][N:22]=1)=O, predict the reaction product. (6) Given the reactants [Cl:1][C:2]1[CH:14]=[CH:13][C:12](I)=[CH:11][C:3]=1[C:4]([O:6][C:7]([CH3:10])([CH3:9])[CH3:8])=[O:5].[B:16]1([B:16]2[O:20][C:19]([CH3:22])([CH3:21])[C:18]([CH3:24])([CH3:23])[O:17]2)[O:20][C:19]([CH3:22])([CH3:21])[C:18]([CH3:24])([CH3:23])[O:17]1.C([O-])(=O)C.[K+], predict the reaction product. The product is: [Cl:1][C:2]1[CH:14]=[CH:13][C:12]([B:16]2[O:20][C:19]([CH3:22])([CH3:21])[C:18]([CH3:24])([CH3:23])[O:17]2)=[CH:11][C:3]=1[C:4]([O:6][C:7]([CH3:10])([CH3:9])[CH3:8])=[O:5]. (7) Given the reactants [CH2:1]([NH:3][C:4]1[CH:9]=[CH:8][C:7]([C:10]([OH:19])([C:15]([F:18])([F:17])[F:16])[C:11]([F:14])([F:13])[F:12])=[CH:6][CH:5]=1)[CH3:2].Cl[CH2:21][C:22]1[N:23]=[C:24]([C:28]2[CH:33]=[CH:32][CH:31]=[C:30]([C:34]([F:37])([F:36])[F:35])[CH:29]=2)[O:25][C:26]=1[CH3:27], predict the reaction product. The product is: [CH2:1]([N:3]([CH2:21][C:22]1[N:23]=[C:24]([C:28]2[CH:33]=[CH:32][CH:31]=[C:30]([C:34]([F:37])([F:36])[F:35])[CH:29]=2)[O:25][C:26]=1[CH3:27])[C:4]1[CH:5]=[CH:6][C:7]([C:10]([OH:19])([C:11]([F:13])([F:14])[F:12])[C:15]([F:16])([F:18])[F:17])=[CH:8][CH:9]=1)[CH3:2]. (8) Given the reactants [I:1][C:2]1[CH:3]=[C:4]([C:7]([O:9][CH3:10])=[O:8])[NH:5][CH:6]=1.C(N(CC)CC)C.[C:18]1([CH3:30])[CH:23]=[CH:22][C:21]([C:24]([S:26](Cl)(=[O:28])=[O:27])=[O:25])=[CH:20][CH:19]=1, predict the reaction product. The product is: [I:1][C:2]1[CH:3]=[C:4]([C:7]([O:9][CH3:10])=[O:8])[N:5]([S:26]([C:24]([C:21]2[CH:22]=[CH:23][C:18]([CH3:30])=[CH:19][CH:20]=2)=[O:25])(=[O:28])=[O:27])[CH:6]=1. (9) Given the reactants [OH:1][C:2]1[N:6]([C:7]2[CH:12]=[CH:11][CH:10]=[CH:9][CH:8]=2)[N:5]=[C:4]([C:13]([OH:15])=O)[CH:3]=1.Cl.[CH3:17][O:18][C:19](=[O:31])[C@@H:20]([NH2:30])[CH2:21][CH2:22][C:23]([O:25][C:26]([CH3:29])([CH3:28])[CH3:27])=[O:24].C(N(CC)CC)C.CN(C(ON1N=NC2C=CC=NC1=2)=[N+](C)C)C.F[P-](F)(F)(F)(F)F, predict the reaction product. The product is: [CH3:17][O:18][C:19](=[O:31])[C@@H:20]([NH:30][C:13]([C:4]1[CH:3]=[C:2]([OH:1])[N:6]([C:7]2[CH:8]=[CH:9][CH:10]=[CH:11][CH:12]=2)[N:5]=1)=[O:15])[CH2:21][CH2:22][C:23]([O:25][C:26]([CH3:27])([CH3:28])[CH3:29])=[O:24].